The task is: Predict the reaction yield, written as a fraction of the theoretical maximum amount of product (1.0 means a 100% yield; for example, 0.34 means a 34% yield).. This data is from Reaction yield outcomes from USPTO patents with 853,638 reactions. (1) The reactants are [Cl:1][C:2]1[CH:7]=[C:6]([Cl:8])[N:5]=[C:4]([S:9]([CH3:12])(=O)=O)[N:3]=1.[Cl:13][C:14]1[CH:29]=[CH:28][CH:27]=[CH:26][C:15]=1[C:16]([NH:18][C:19]1[CH:24]=[CH:23]C(S)=[CH:21][CH:20]=1)=[O:17].C(#N)C.C(N(CC)CC)C. The catalyst is O. The product is [Cl:13][C:14]1[CH:29]=[CH:28][CH:27]=[CH:26][C:15]=1[C:16]([NH:18][C:19]1[CH:20]=[CH:21][C:12]([S:9][C:4]2[N:3]=[C:2]([Cl:1])[CH:7]=[C:6]([Cl:8])[N:5]=2)=[CH:23][CH:24]=1)=[O:17]. The yield is 0.740. (2) The reactants are [CH2:1]([NH:8][C:9]1[C:18]([C:19](O)=[O:20])=[C:17]([Cl:22])[C:16]2[C:11](=[CH:12][CH:13]=[C:14]([Br:23])[CH:15]=2)[N:10]=1)[C:2]1[CH:7]=[CH:6][CH:5]=[CH:4][CH:3]=1.S(Cl)(Cl)=O.[Cl-].[Cl-].[Cl-].[Al+3]. No catalyst specified. The product is [Br:23][C:14]1[CH:15]=[C:16]2[C:11](=[CH:12][CH:13]=1)[N:10]=[C:9]1[NH:8][CH2:1][C:2]3[CH:7]=[CH:6][CH:5]=[CH:4][C:3]=3[C:19](=[O:20])[C:18]1=[C:17]2[Cl:22]. The yield is 0.400. (3) The reactants are [H-].[Na+].[CH:3]1([CH2:6][NH:7][C:8]2[CH:15]=[CH:14][C:11]([C:12]#[N:13])=[C:10]([C:16]([F:19])([F:18])[F:17])[CH:9]=2)[CH2:5][CH2:4]1.Br[CH2:21][C:22]([O:24][C:25]([CH3:28])([CH3:27])[CH3:26])=[O:23].C(OCC)C. The catalyst is CN(C=O)C. The product is [C:12]([C:11]1[CH:14]=[CH:15][C:8]([N:7]([CH2:6][CH:3]2[CH2:5][CH2:4]2)[CH2:21][C:22]([O:24][C:25]([CH3:28])([CH3:27])[CH3:26])=[O:23])=[CH:9][C:10]=1[C:16]([F:17])([F:18])[F:19])#[N:13]. The yield is 0.740. (4) The reactants are [Br:1][C:2]1[CH:14]=[CH:13][C:5]([O:6][CH:7]2[CH2:12][CH2:11][NH:10][CH2:9][CH2:8]2)=[C:4]([O:15][CH3:16])[CH:3]=1.[CH:17](O)=[O:18].CN(C(ON1N=NC2C=CC=CC1=2)=[N+](C)C)C.[B-](F)(F)(F)F.CCN(C(C)C)C(C)C. The catalyst is CN(C=O)C. The product is [Br:1][C:2]1[CH:14]=[CH:13][C:5]([O:6][CH:7]2[CH2:12][CH2:11][N:10]([CH:17]=[O:18])[CH2:9][CH2:8]2)=[C:4]([O:15][CH3:16])[CH:3]=1. The yield is 0.850. (5) The reactants are Cl[C:2]1[CH:7]=[C:6]([O:8][C:9]2[CH:14]=[CH:13][C:12]([NH2:15])=[CH:11][C:10]=2[CH3:16])[CH:5]=[CH:4][N:3]=1.[N:17]1[N:18]=[CH:19][CH2:20][CH:21]=1.[C:22]([O-])([O-])=O.[Cs+].[Cs+]. The catalyst is CN(C=O)C.O.CCOC(C)=O.C1C=CC([P]([Pd]([P](C2C=CC=CC=2)(C2C=CC=CC=2)C2C=CC=CC=2)([P](C2C=CC=CC=2)(C2C=CC=CC=2)C2C=CC=CC=2)[P](C2C=CC=CC=2)(C2C=CC=CC=2)C2C=CC=CC=2)(C2C=CC=CC=2)C2C=CC=CC=2)=CC=1. The product is [CH3:16][C:10]1[CH:11]=[C:12]([NH2:15])[CH:13]=[CH:14][C:9]=1[O:8][C:6]1[CH:5]=[CH:4][N:3]=[C:2]([C:20]2[CH:21]=[N:17][N:18]([CH3:22])[CH:19]=2)[CH:7]=1. The yield is 0.880. (6) The reactants are Cl.[NH:2]1[CH2:5][CH:4]([C:6]2[C:11]([C:12]3[CH:17]=[CH:16][CH:15]=[C:14]([O:18][CH3:19])[CH:13]=3)=[N:10][CH:9]=[CH:8][N:7]=2)[CH2:3]1.Cl[C:21]1[CH:30]=[CH:29][C:28]2[C:23](=[CH:24][CH:25]=[CH:26][CH:27]=2)[N:22]=1.[C:31]([O-])([O-])=O.[Cs+].[Cs+]. The yield is 0.634. The product is [CH3:19][O:18][C:14]1[CH:13]=[C:12]([C:11]2[C:6]([CH:4]3[CH2:5][N:2]([C:21]4[CH:30]=[CH:29][C:28]5[C:23](=[C:24]([CH3:31])[CH:25]=[CH:26][CH:27]=5)[N:22]=4)[CH2:3]3)=[N:7][CH:8]=[CH:9][N:10]=2)[CH:17]=[CH:16][CH:15]=1. The catalyst is CN(C=O)C.O.